This data is from Catalyst prediction with 721,799 reactions and 888 catalyst types from USPTO. The task is: Predict which catalyst facilitates the given reaction. (1) Product: [F:1][C:2]1[CH:3]=[N:4][CH:5]=[CH:6][C:7]=1[C:8]1[N:9]=[C:10]2[CH:22]=[C:21]([C:23]3[CH:30]=[CH:29][C:26]([C:27]([NH2:28])=[O:31])=[CH:25][CH:24]=3)[NH:20][C:11]2=[N:12][C:13]=1[C:14]1[CH:15]=[N:16][CH:17]=[CH:18][CH:19]=1. Reactant: [F:1][C:2]1[CH:3]=[N:4][CH:5]=[CH:6][C:7]=1[C:8]1[N:9]=[C:10]2[CH:22]=[C:21]([C:23]3[CH:30]=[CH:29][C:26]([C:27]#[N:28])=[CH:25][CH:24]=3)[NH:20][C:11]2=[N:12][C:13]=1[C:14]1[CH:15]=[N:16][CH:17]=[CH:18][CH:19]=1.[OH-:31].[Na+]. The catalyst class is: 8. (2) The catalyst class is: 40. Product: [O:1]=[C:2]1[C:8]2=[CH:9][C:10]3[CH:11]=[CH:12][C:13]([C:16]([OH:18])=[O:17])=[CH:14][C:15]=3[N:7]2[CH2:6][C:5]2([CH2:21][CH2:22][CH2:23]2)[CH2:4][NH:3]1. Reactant: [O:1]=[C:2]1[C:8]2=[CH:9][C:10]3[CH:11]=[CH:12][C:13]([C:16]([O:18]CC)=[O:17])=[CH:14][C:15]=3[N:7]2[CH2:6][C:5]2([CH2:23][CH2:22][CH2:21]2)[CH2:4][NH:3]1.[OH-].[Na+].C(O)(=O)C.